Dataset: Forward reaction prediction with 1.9M reactions from USPTO patents (1976-2016). Task: Predict the product of the given reaction. (1) Given the reactants [C:1]([OH:8])(=[O:7])/[CH:2]=[CH:3]\[C:4]([OH:6])=[O:5].[S:9]1[CH:13]=[CH:12][C:11]2[C:14]([N:18]3[CH2:23][CH2:22][N:21]([CH2:24][CH2:25][CH2:26][O:27]C4CC5C(=CC=CC=5)C(=O)N4C)[CH2:20][CH2:19]3)=[CH:15][CH:16]=[CH:17][C:10]1=2, predict the reaction product. The product is: [C:1]([OH:8])(=[O:7])/[CH:2]=[CH:3]\[C:4]([OH:6])=[O:5].[S:9]1[CH:13]=[CH:12][C:11]2[C:14]([N:18]3[CH2:23][CH2:22][N:21]([CH2:24][CH2:25][CH2:26][O:27][C:1]4[CH:2]=[C:3]5[C:10]([CH2:11][CH2:14][N:18]([CH3:19])[C:4]5=[O:6])=[CH:17][CH:16]=4)[CH2:20][CH2:19]3)=[CH:15][CH:16]=[CH:17][C:10]1=2. (2) Given the reactants [NH2:1][C:2]1[CH:10]=[CH:9][C:8]([C:11]([CH3:14])([CH3:13])[CH3:12])=[CH:7][C:3]=1[C:4]([NH2:6])=O.[Cl:15][C:16]1[CH:24]=[CH:23][CH:22]=[CH:21][C:17]=1[C:18](Cl)=O.[NH:25]1[CH2:29][CH2:28][CH2:27][CH2:26]1, predict the reaction product. The product is: [C:11]([C:8]1[CH:7]=[C:3]2[C:2](=[CH:10][CH:9]=1)[N:1]=[C:18]([C:17]1[CH:21]=[CH:22][CH:23]=[CH:24][C:16]=1[Cl:15])[N:6]=[C:4]2[N:25]1[CH2:29][CH2:28][CH2:27][CH2:26]1)([CH3:14])([CH3:13])[CH3:12]. (3) Given the reactants [NH2:1][C:2]1[C:3]([Cl:8])=[N:4][CH:5]=[CH:6][CH:7]=1.[N+:9]([C:12]1[CH:20]=[CH:19][CH:18]=[CH:17][C:13]=1[C:14](Cl)=[O:15])([O-:11])=[O:10].O, predict the reaction product. The product is: [Cl:8][C:3]1[C:2]([NH:1][C:14](=[O:15])[C:13]2[CH:17]=[CH:18][CH:19]=[CH:20][C:12]=2[N+:9]([O-:11])=[O:10])=[CH:7][CH:6]=[CH:5][N:4]=1. (4) Given the reactants [CH:1]1([CH:5]2[C:14]3[C:9](=[CH:10][CH:11]=[CH:12][CH:13]=3)[NH:8][CH2:7][CH2:6]2)[CH2:4][CH2:3][CH2:2]1.I[CH2:16][C:17]([NH2:19])=[O:18].O, predict the reaction product. The product is: [CH:1]1([CH:5]2[C:14]3[C:9](=[CH:10][CH:11]=[CH:12][CH:13]=3)[N:8]([CH2:16][C:17]([NH2:19])=[O:18])[CH2:7][CH2:6]2)[CH2:2][CH2:3][CH2:4]1. (5) Given the reactants [CH:1]1([N:6]2[CH2:12][C:11]3([CH2:15][CH2:14][CH2:13]3)[C:10](=[O:16])[N:9]([CH3:17])[C:8]3[CH:18]=[N:19][C:20]([NH:22][C:23]4[CH:31]=[CH:30][C:26]([C:27]([OH:29])=O)=[CH:25][C:24]=4[O:32][CH3:33])=[N:21][C:7]2=3)[CH2:5][CH2:4][CH2:3][CH2:2]1.C([CH:36]1[CH2:41][N:40]([CH3:42])[CH2:39][CH2:38][N:37]1[NH2:43])C, predict the reaction product. The product is: [CH:1]1([N:6]2[CH2:12][C:11]3([CH2:15][CH2:14][CH2:13]3)[C:10](=[O:16])[N:9]([CH3:17])[C:8]3[CH:18]=[N:19][C:20]([NH:22][C:23]4[CH:31]=[CH:30][C:26]([C:27]([NH:43][N:37]5[CH2:38][CH2:39][N:40]([CH3:42])[CH2:41][CH2:36]5)=[O:29])=[CH:25][C:24]=4[O:32][CH3:33])=[N:21][C:7]2=3)[CH2:2][CH2:3][CH2:4][CH2:5]1. (6) Given the reactants C[O:2][C:3](=[O:46])[C@H:4]([O:39][CH:40]1[CH2:45][CH2:44][CH2:43][CH2:42][O:41]1)[C@@H:5]([NH:13][C:14](=[O:38])[C:15]1[CH:20]=[C:19]([C:21]([NH:23][C@@H:24]([C:26]2[CH:31]=[CH:30][CH:29]=[CH:28][CH:27]=2)[CH3:25])=[O:22])[CH:18]=[C:17]([N:32]([CH3:37])[S:33]([CH3:36])(=[O:35])=[O:34])[CH:16]=1)[CH2:6][C:7]1[CH:12]=[CH:11][CH:10]=[CH:9][CH:8]=1.[OH-].[Na+], predict the reaction product. The product is: [CH3:37][N:32]([S:33]([CH3:36])(=[O:35])=[O:34])[C:17]1[CH:16]=[C:15]([CH:20]=[C:19]([C:21]([NH:23][C@@H:24]([C:26]2[CH:31]=[CH:30][CH:29]=[CH:28][CH:27]=2)[CH3:25])=[O:22])[CH:18]=1)[C:14]([NH:13][C@@H:5]([CH2:6][C:7]1[CH:12]=[CH:11][CH:10]=[CH:9][CH:8]=1)[C@@H:4]([O:39][CH:40]1[CH2:45][CH2:44][CH2:43][CH2:42][O:41]1)[C:3]([OH:46])=[O:2])=[O:38]. (7) Given the reactants [Cl:1][C:2]1[C:3]([CH3:14])=[C:4]([NH:10]C(=O)C)[CH:5]=[CH:6][C:7]=1[C:8]#[N:9], predict the reaction product. The product is: [NH2:10][C:4]1[CH:5]=[CH:6][C:7]([C:8]#[N:9])=[C:2]([Cl:1])[C:3]=1[CH3:14].